From a dataset of Full USPTO retrosynthesis dataset with 1.9M reactions from patents (1976-2016). Predict the reactants needed to synthesize the given product. Given the product [OH:4][C:5]1[CH:10]=[CH:9][C:8]([CH2:11][CH2:12][C:13]([OH:15])=[O:14])=[CH:7][C:6]=1[O:16][CH3:17], predict the reactants needed to synthesize it. The reactants are: C([O:4][C:5]1[CH:10]=[CH:9][C:8]([CH2:11][CH2:12][C:13]([OH:15])=[O:14])=[CH:7][C:6]=1[O:16][CH3:17])(=O)C.[OH-].[Na+].Cl.